This data is from Catalyst prediction with 721,799 reactions and 888 catalyst types from USPTO. The task is: Predict which catalyst facilitates the given reaction. (1) Reactant: Br[C:2]1[C:3]([CH3:20])=[N:4][N:5]([CH:7]2[CH2:12][CH2:11][N:10]([C:13]([O:15][C:16]([CH3:19])([CH3:18])[CH3:17])=[O:14])[CH2:9][CH2:8]2)[CH:6]=1.[CH3:21][C:22]1([CH3:38])[C:26]([CH3:28])([CH3:27])[O:25][B:24]([B:24]2[O:25][C:26]([CH3:28])([CH3:27])[C:22]([CH3:38])([CH3:21])[O:23]2)[O:23]1.C([O-])(=O)C.[K+]. Product: [CH3:20][C:3]1[C:2]([B:24]2[O:25][C:26]([CH3:28])([CH3:27])[C:22]([CH3:38])([CH3:21])[O:23]2)=[CH:6][N:5]([CH:7]2[CH2:12][CH2:11][N:10]([C:13]([O:15][C:16]([CH3:19])([CH3:18])[CH3:17])=[O:14])[CH2:9][CH2:8]2)[N:4]=1. The catalyst class is: 418. (2) Reactant: O.O.O.O.S([O-])([O-])(=O)=O.[Mn+2:10].[CH2:11]([O:23][S:24]([C:27]1[CH:32]=[CH:31][CH:30]=[CH:29][CH:28]=1)(=[O:26])=[O:25])[CH2:12][CH2:13][CH2:14][CH2:15][CH2:16][CH2:17][CH2:18][CH2:19][CH2:20][CH2:21][CH3:22].[Na]. Product: [CH2:11]([O:23][S:24]([C:27]1[CH:32]=[CH:31][CH:30]=[CH:29][CH:28]=1)(=[O:26])=[O:25])[CH2:12][CH2:13][CH2:14][CH2:15][CH2:16][CH2:17][CH2:18][CH2:19][CH2:20][CH2:21][CH3:22].[Mn+2:10]. The catalyst class is: 6. (3) Reactant: CN(C(ON1N=NC2C=CC=NC1=2)=[N+](C)C)C.F[P-](F)(F)(F)(F)F.[CH2:25]([O:32][C:33]1[CH:34]=[C:35]([CH:39]=[C:40]([O:42][C@H:43]([CH2:46][O:47][CH3:48])[CH2:44][CH3:45])[CH:41]=1)[C:36]([OH:38])=O)[C:26]1[CH:31]=[CH:30][CH:29]=[CH:28][CH:27]=1.[NH2:49][C:50]1[CH:54]=[CH:53][N:52]([CH3:55])[N:51]=1.CCN(C(C)C)C(C)C. Product: [CH2:25]([O:32][C:33]1[CH:34]=[C:35]([CH:39]=[C:40]([O:42][C@H:43]([CH2:46][O:47][CH3:48])[CH2:44][CH3:45])[CH:41]=1)[C:36]([NH:49][C:50]1[CH:54]=[CH:53][N:52]([CH3:55])[N:51]=1)=[O:38])[C:26]1[CH:27]=[CH:28][CH:29]=[CH:30][CH:31]=1. The catalyst class is: 3.